Dataset: Reaction yield outcomes from USPTO patents with 853,638 reactions. Task: Predict the reaction yield, written as a fraction of the theoretical maximum amount of product (1.0 means a 100% yield; for example, 0.34 means a 34% yield). (1) The reactants are [C:1]([OH:8])(=O)/[CH:2]=[CH:3]\[CH2:4][CH2:5][CH3:6].ClC(OCC)=O.C(N(CC)CC)C.[CH:22]1([NH2:25])[CH2:24][CH2:23]1.[Cl-].[Na+]. The catalyst is C1COCC1. The product is [CH:22]1([NH:25][C:1](=[O:8])/[CH:2]=[CH:3]\[CH2:4][CH2:5][CH3:6])[CH2:24][CH2:23]1. The yield is 0.770. (2) The yield is 0.760. The catalyst is COCCOCCO.O.O.C1C=CC(P(C2C=CC=CC=2)[C-]2C=CC=C2)=CC=1.C1C=CC(P(C2C=CC=CC=2)[C-]2C=CC=C2)=CC=1.Cl[Pd]Cl.[Fe+2]. The reactants are Cl[C:2]1[N:11]=[CH:10][C:9]2[C:4](=[CH:5][CH:6]=[C:7]([O:12][CH3:13])[CH:8]=2)[N:3]=1.[C:14]([C:17]1[CH:22]=[CH:21][C:20](B(O)O)=[CH:19][CH:18]=1)([OH:16])=[O:15].C([O-])([O-])=O.[K+].[K+]. The product is [CH3:13][O:12][C:7]1[CH:8]=[C:9]2[C:4](=[CH:5][CH:6]=1)[N:3]=[C:2]([C:20]1[CH:21]=[CH:22][C:17]([C:14]([OH:16])=[O:15])=[CH:18][CH:19]=1)[N:11]=[CH:10]2. (3) The reactants are Cl.[F:2][C:3]1[CH:4]=[C:5]([CH:10]2[N:15]([C:16]([O:18][C:19]3[CH:24]=[CH:23][C:22]([N+:25]([O-:27])=[O:26])=[CH:21][CH:20]=3)=[O:17])[C:14]([O:28]C)=[N:13][C:12]([CH3:30])=[C:11]2[C:31]([O:33][CH3:34])=[O:32])[CH:6]=[CH:7][C:8]=1[F:9]. The catalyst is C1COCC1. The product is [F:2][C:3]1[CH:4]=[C:5]([CH:10]2[N:15]([C:16]([O:18][C:19]3[CH:20]=[CH:21][C:22]([N+:25]([O-:27])=[O:26])=[CH:23][CH:24]=3)=[O:17])[C:14](=[O:28])[NH:13][C:12]([CH3:30])=[C:11]2[C:31]([O:33][CH3:34])=[O:32])[CH:6]=[CH:7][C:8]=1[F:9]. The yield is 1.00. (4) The reactants are C[O:2][C:3](=[O:18])[CH:4]=[CH:5][C:6]1[CH:7]=[N:8][C:9]([O:16][CH3:17])=[CH:10][C:11]=1[C:12]([F:15])([F:14])[F:13].[Li+].[OH-].Cl. The catalyst is C1COCC1. The product is [CH3:17][O:16][C:9]1[N:8]=[CH:7][C:6]([CH:5]=[CH:4][C:3]([OH:18])=[O:2])=[C:11]([C:12]([F:15])([F:14])[F:13])[CH:10]=1. The yield is 0.896. (5) The reactants are Cl.N[C@H:3]([C:11]([OH:13])=[O:12])[CH2:4][C:5]1[CH:10]=[CH:9][CH:8]=[CH:7][CH:6]=1.S(=O)(=O)(O)[OH:15].N([O-])=O.[Na+].O. The catalyst is C(OCC)C. The product is [OH:15][C@@H:3]([CH2:4][C:5]1[CH:10]=[CH:9][CH:8]=[CH:7][CH:6]=1)[C:11]([OH:13])=[O:12]. The yield is 0.420. (6) The reactants are Br[C:2]1[CH:3]=[N:4][C:5]([C:8]([F:11])([F:10])[F:9])=[N:6][CH:7]=1.[C:12]([O:16][CH3:17])(=[O:15])[CH:13]=[CH2:14].C1(C)C=CC=CC=1P(C1C=CC=CC=1C)C1C=CC=CC=1C.O. The catalyst is CN(C=O)C.CC([O-])=O.CC([O-])=O.[Pd+2]. The product is [F:9][C:8]([F:11])([F:10])[C:5]1[N:4]=[CH:3][C:2](/[CH:14]=[CH:13]/[C:12]([O:16][CH3:17])=[O:15])=[CH:7][N:6]=1. The yield is 0.980. (7) The reactants are O=C1CCC(=O)N1O[C:9]([NH:11][C:12]1[CH:28]=[CH:27][C:15]([O:16][CH2:17][CH2:18][NH:19]C(=O)OC(C)(C)C)=[C:14]([C:29]2[N:33]([CH3:34])[N:32]=[CH:31][CH:30]=2)[CH:13]=1)=[O:10].CN(C)C=O.[CH2:40]1[C:49]2[C:44](=[CH:45][CH:46]=[CH:47][CH:48]=2)[CH2:43][CH2:42][NH:41]1.Cl.CCOCC. The catalyst is Cl. The product is [NH2:19][CH2:18][CH2:17][O:16][C:15]1[CH:27]=[CH:28][C:12]([NH:11][C:9]([N:41]2[CH2:42][CH2:43][C:44]3[C:49](=[CH:48][CH:47]=[CH:46][CH:45]=3)[CH2:40]2)=[O:10])=[CH:13][C:14]=1[C:29]1[N:33]([CH3:34])[N:32]=[CH:31][CH:30]=1. The yield is 0.429.